This data is from Full USPTO retrosynthesis dataset with 1.9M reactions from patents (1976-2016). The task is: Predict the reactants needed to synthesize the given product. (1) Given the product [O:1]=[C:2]1[C:10]2[C:5](=[CH:6][CH:7]=[CH:8][C:9]=2[O:11][C:12]2[CH:17]=[CH:16][CH:15]=[CH:14][CH:13]=2)[CH2:4][N:3]1[CH2:18][C:19]1[CH:20]=[CH:21][C:22]([C:23]([NH2:24])=[O:28])=[CH:25][CH:26]=1, predict the reactants needed to synthesize it. The reactants are: [O:1]=[C:2]1[C:10]2[C:5](=[CH:6][CH:7]=[CH:8][C:9]=2[O:11][C:12]2[CH:17]=[CH:16][CH:15]=[CH:14][CH:13]=2)[CH2:4][N:3]1[CH2:18][C:19]1[CH:26]=[CH:25][C:22]([C:23]#[N:24])=[CH:21][CH:20]=1.C(=O)([O-])[O-:28].[K+].[K+].OO.O. (2) Given the product [NH2:1][C:2]1[C:11]2[C:6](=[C:7]([C:22]3[CH:23]=[C:24]([CH3:27])[CH:25]=[CH:26][C:21]=3[CH3:20])[C:8]([Cl:12])=[CH:9][CH:10]=2)[N:5]=[N:4][C:3]=1[C:14]([NH:16][CH2:17][CH2:18][CH3:19])=[O:15], predict the reactants needed to synthesize it. The reactants are: [NH2:1][C:2]1[C:11]2[C:6](=[C:7](I)[C:8]([Cl:12])=[CH:9][CH:10]=2)[N:5]=[N:4][C:3]=1[C:14]([NH:16][CH2:17][CH2:18][CH3:19])=[O:15].[CH3:20][C:21]1[CH:26]=[CH:25][C:24]([CH3:27])=[CH:23][C:22]=1B(O)O. (3) Given the product [Br:1][CH2:2][CH2:3][CH2:4][CH2:8][CH:7]1[CH2:15][CH2:10][CH2:11][CH2:5][O:6]1, predict the reactants needed to synthesize it. The reactants are: [Br:1][CH2:2][CH2:3][C@H:4]1[CH2:8][CH2:7][O:6][CH2:5]1.O1CCC[CH2:11][CH:10]1[CH2:15]CCCO. (4) Given the product [CH3:1][O:2][C:3](=[O:18])[C@@H:4]([O:15][CH2:16][CH3:17])[CH2:5][C:6]1[CH:11]=[CH:10][C:9]([O:12][CH2:20][C:21]2[N:22]=[C:23]([C:27]3[CH:32]=[CH:31][CH:30]=[CH:29][CH:28]=3)[O:24][C:25]=2[CH3:26])=[CH:8][C:7]=1[CH2:13][CH3:14], predict the reactants needed to synthesize it. The reactants are: [CH3:1][O:2][C:3](=[O:18])[C@@H:4]([O:15][CH2:16][CH3:17])[CH2:5][C:6]1[CH:11]=[CH:10][C:9]([OH:12])=[CH:8][C:7]=1[CH2:13][CH3:14].Cl[CH2:20][C:21]1[N:22]=[C:23]([C:27]2[CH:32]=[CH:31][CH:30]=[CH:29][CH:28]=2)[O:24][C:25]=1[CH3:26].C(=O)([O-])[O-].[Cs+].[Cs+].[I-].[K+]. (5) The reactants are: Cl.Cl.[NH:3]1[CH2:8][CH2:7][CH2:6][CH:5]([NH:9][C:10]([NH:12][C:13]2[N:14]=[C:15]3[CH:21]=[CH:20][N:19]([CH2:22][O:23][CH2:24][CH2:25][Si:26]([CH3:29])([CH3:28])[CH3:27])[C:16]3=[N:17][CH:18]=2)=[O:11])[CH2:4]1.[CH:30]1([CH2:33][S:34](Cl)(=[O:36])=[O:35])[CH2:32][CH2:31]1. Given the product [CH:30]1([CH2:33][S:34]([N:3]2[CH2:8][CH2:7][CH2:6][CH:5]([NH:9][C:10]([NH:12][C:13]3[N:14]=[C:15]4[CH:21]=[CH:20][N:19]([CH2:22][O:23][CH2:24][CH2:25][Si:26]([CH3:29])([CH3:28])[CH3:27])[C:16]4=[N:17][CH:18]=3)=[O:11])[CH2:4]2)(=[O:36])=[O:35])[CH2:32][CH2:31]1, predict the reactants needed to synthesize it. (6) Given the product [CH3:21][O:20][CH2:19][CH2:18][CH2:17][N:13]1[C:12]2[CH:22]=[C:8]([C:6]([OH:7])=[O:5])[CH:9]=[CH:10][C:11]=2[O:16][CH2:15][CH2:14]1, predict the reactants needed to synthesize it. The reactants are: O[Li].O.C[O:5][C:6]([C:8]1[CH:9]=[CH:10][C:11]2[O:16][CH2:15][CH2:14][N:13]([CH2:17][CH2:18][CH2:19][O:20][CH3:21])[C:12]=2[CH:22]=1)=[O:7].C1COCC1.Cl.